From a dataset of Forward reaction prediction with 1.9M reactions from USPTO patents (1976-2016). Predict the product of the given reaction. (1) Given the reactants [CH2:1]([N:8]1[CH2:14][C:13]2[N:15]=[CH:16][C:17](Cl)=[N:18][C:12]=2[O:11][CH2:10][CH2:9]1)[C:2]1[CH:7]=[CH:6][CH:5]=[CH:4][CH:3]=1.[CH3:20][NH:21][CH:22]([CH3:24])[CH3:23].CC(C1C=C(C(C)C)C(C2C=CC=CC=2P(C2CCCCC2)C2CCCCC2)=C(C(C)C)C=1)C.CC(C)([O-])C.[Na+], predict the reaction product. The product is: [CH2:1]([N:8]1[CH2:14][C:13]2[N:15]=[CH:16][C:17]([N:21]([CH3:20])[CH:22]([CH3:24])[CH3:23])=[N:18][C:12]=2[O:11][CH2:10][CH2:9]1)[C:2]1[CH:7]=[CH:6][CH:5]=[CH:4][CH:3]=1. (2) Given the reactants O.O.O.O.[N+]([O-])([O-])=O.[Ca+2:9].[N+]([O-])([O-])=O.[P:14]([O-:18])([OH:17])([OH:16])=[O:15].[NH4+], predict the reaction product. The product is: [P:14]([O-:18])([O-:17])([O-:16])=[O:15].[Ca+2:9].[P:14]([O-:18])([O-:17])([O-:16])=[O:15].[Ca+2:9].[Ca+2:9]. (3) Given the reactants CCN=C=NCCCN(C)C.[CH3:12][N:13]([CH3:18])[CH2:14][C:15](O)=[O:16].[Cl:19][C:20]1[CH:25]=[CH:24][C:23]([CH:26]([C:48]2[CH:53]=[CH:52][C:51]([Cl:54])=[CH:50][CH:49]=2)[N:27]2[CH2:30][C:29](=[CH:31][S:32]([CH2:35][C:36]3[CH:37]=[C:38]([N:42]4[CH2:47][CH2:46][NH:45][CH2:44][CH2:43]4)[CH:39]=[CH:40][CH:41]=3)(=[O:34])=[O:33])[CH2:28]2)=[CH:22][CH:21]=1, predict the reaction product. The product is: [Cl:19][C:20]1[CH:21]=[CH:22][C:23]([CH:26]([C:48]2[CH:49]=[CH:50][C:51]([Cl:54])=[CH:52][CH:53]=2)[N:27]2[CH2:28][C:29](=[CH:31][S:32]([CH2:35][C:36]3[CH:37]=[C:38]([N:42]4[CH2:47][CH2:46][N:45]([C:15](=[O:16])[CH2:14][N:13]([CH3:18])[CH3:12])[CH2:44][CH2:43]4)[CH:39]=[CH:40][CH:41]=3)(=[O:33])=[O:34])[CH2:30]2)=[CH:24][CH:25]=1. (4) Given the reactants [C:1]1([S:7]([N:10]2[C:14]3=[N:15][CH:16]=[CH:17][CH:18]=[C:13]3[CH:12]=[C:11]2[C:19](OS(C2C=CC(C)=CC=2)(=O)=O)=[CH:20][CH:21]2[CH2:25][CH2:24][CH2:23][CH2:22]2)(=[O:9])=[O:8])[CH:6]=[CH:5][CH:4]=[CH:3][CH:2]=1.[CH3:37][N:38]([CH3:48])[C:39]1[CH:44]=[CH:43][C:42](B(O)O)=[CH:41][CH:40]=1.C(=O)([O-])[O-].[Na+].[Na+], predict the reaction product. The product is: [C:1]1([S:7]([N:10]2[C:14]3=[N:15][CH:16]=[CH:17][CH:18]=[C:13]3[CH:12]=[C:11]2[C:19]([C:42]2[CH:43]=[CH:44][C:39]([N:38]([CH3:48])[CH3:37])=[CH:40][CH:41]=2)=[CH:20][CH:21]2[CH2:25][CH2:24][CH2:23][CH2:22]2)(=[O:8])=[O:9])[CH:2]=[CH:3][CH:4]=[CH:5][CH:6]=1. (5) Given the reactants [NH2:1][C:2]1[CH:7]=[C:6]([C@H:8]2[CH2:12][CH2:11][CH2:10][C@@H:9]2[O:13][C:14]2[C:19]([F:20])=[CH:18][C:17]([S:21]([N:24](CC3C=CC(OC)=CC=3OC)[C:25]3[CH:30]=[CH:29][N:28]=[CH:27][N:26]=3)(=[O:23])=[O:22])=[C:16]([F:42])[CH:15]=2)[CH:5]=[CH:4][N:3]=1.C([SiH](CC)CC)C.FC(F)(F)C(O)=O, predict the reaction product. The product is: [NH2:1][C:2]1[CH:7]=[C:6]([C@H:8]2[CH2:12][CH2:11][CH2:10][C@@H:9]2[O:13][C:14]2[C:19]([F:20])=[CH:18][C:17]([S:21]([NH:24][C:25]3[CH:30]=[CH:29][N:28]=[CH:27][N:26]=3)(=[O:22])=[O:23])=[C:16]([F:42])[CH:15]=2)[CH:5]=[CH:4][N:3]=1. (6) Given the reactants C[O:2][C:3]1[CH:8]=[CH:7][CH:6]=[CH:5][C:4]=1[N:9]1[C:13]([CH3:14])=[CH:12][C:11]([CH3:15])=[N:10]1.O.[OH-].[Na+], predict the reaction product. The product is: [CH3:15][C:11]1[CH:12]=[C:13]([CH3:14])[N:9]([C:4]2[CH:5]=[CH:6][CH:7]=[CH:8][C:3]=2[OH:2])[N:10]=1. (7) Given the reactants Br[C:2]1[S:3][CH:4]=[C:5]([Br:7])[CH:6]=1.[C:8]([C:12]1[CH:17]=[C:16](B2OC(C)(C)C(C)(C)O2)[CH:15]=[CH:14][N:13]=1)([CH3:11])([CH3:10])[CH3:9].C(=O)([O-])[O-].[Na+].[Na+].CC1(C)C2C(=C(P(C3C=CC=CC=3)C3C=CC=CC=3)C=CC=2)OC2C(P(C3C=CC=CC=3)C3C=CC=CC=3)=CC=CC1=2, predict the reaction product. The product is: [Br:7][C:5]1[CH:6]=[C:2]([C:16]2[CH:15]=[CH:14][N:13]=[C:12]([C:8]([CH3:11])([CH3:10])[CH3:9])[CH:17]=2)[S:3][CH:4]=1. (8) Given the reactants [C:1]1([CH3:21])[CH:6]=[CH:5][CH:4]=[C:3]([S:7]([N:10]2[CH2:15][CH2:14][O:13][C:12]3[CH:16]=[CH:17][C:18]([NH2:20])=[N:19][C:11]2=3)(=[O:9])=[O:8])[CH:2]=1.CN(C(ON1N=N[C:32]2[CH:33]=[CH:34][CH:35]=N[C:31]1=2)=[N+](C)C)C.F[P-](F)(F)(F)(F)F.[CH:46](N(C(C)C)CC)([CH3:48])[CH3:47].CN1CCC[C:57]1=[O:61], predict the reaction product. The product is: [C:33]1([CH:32]([CH3:31])[C:57]([NH:20][C:18]2[CH:17]=[CH:16][C:12]3[O:13][CH2:14][CH2:15][N:10]([S:7]([C:3]4[CH:2]=[C:1]([CH3:21])[CH:6]=[CH:5][CH:4]=4)(=[O:9])=[O:8])[C:11]=3[N:19]=2)=[O:61])[CH:34]=[CH:35][CH:48]=[CH:46][CH:47]=1. (9) Given the reactants [Cl:1][C:2]1[N:7]=[N:6][C:5]([NH:8][NH2:9])=[CH:4][CH:3]=1.ON1C2N=CC=CC=2N=N1.C(Cl)CCl.[CH3:24][O:25][C:26]1[CH:35]=[C:34]2[C:29]([C:30]([O:36][CH2:37][C:38](O)=[O:39])=[CH:31][CH:32]=[N:33]2)=[CH:28][CH:27]=1.C(N(C(C)C)CC)(C)C, predict the reaction product. The product is: [Cl:1][C:2]1[N:7]=[N:6][C:5]([NH:8][NH:9][C:38](=[O:39])[CH2:37][O:36][C:30]2[C:29]3[C:34](=[CH:35][C:26]([O:25][CH3:24])=[CH:27][CH:28]=3)[N:33]=[CH:32][CH:31]=2)=[CH:4][CH:3]=1. (10) Given the reactants Cl[CH2:2][CH2:3][N:4]1[C:8]2[CH:9]=[CH:10][CH:11]=[CH:12][C:7]=2[N:6]=[C:5]1[CH3:13].[N+:14]([C:17]1[CH:18]=[N:19][NH:20][CH:21]=1)([O-:16])=[O:15].C([O-])([O-])=O.[Cs+].[Cs+], predict the reaction product. The product is: [CH3:13][C:5]1[N:4]([CH2:3][CH2:2][N:19]2[CH:18]=[C:17]([N+:14]([O-:16])=[O:15])[CH:21]=[N:20]2)[C:8]2[CH:9]=[CH:10][CH:11]=[CH:12][C:7]=2[N:6]=1.